Dataset: CYP3A4 inhibition data for predicting drug metabolism from PubChem BioAssay. Task: Regression/Classification. Given a drug SMILES string, predict its absorption, distribution, metabolism, or excretion properties. Task type varies by dataset: regression for continuous measurements (e.g., permeability, clearance, half-life) or binary classification for categorical outcomes (e.g., BBB penetration, CYP inhibition). Dataset: cyp3a4_veith. (1) The result is 0 (non-inhibitor). The molecule is C/C(CC(=O)Nc1cc(C)ccn1)=N\NC(=O)COc1cccc(C)c1. (2) The molecule is COC(=O)N1CCC2(CC1)CN(C(=O)Nc1cccc(F)c1)C2. The result is 0 (non-inhibitor). (3) The molecule is CC(=O)NCCNc1ncncc1-c1ccccc1C. The result is 1 (inhibitor). (4) The molecule is C#CCCCO/N=C1\[C@@H]2CCn3c(=O)n(C)c(=O)n3[C@H]2[C@H](O)[C@H]2O[C@H]12. The result is 0 (non-inhibitor).